This data is from Reaction yield outcomes from USPTO patents with 853,638 reactions. The task is: Predict the reaction yield, written as a fraction of the theoretical maximum amount of product (1.0 means a 100% yield; for example, 0.34 means a 34% yield). (1) The reactants are BrC1C(NC2C=C(OC(C)C)NN=2)=NC(N[C@H:9]([C:11]2[N:16]=[CH:15][C:14]([F:17])=[CH:13][N:12]=2)[CH3:10])=NC=1.C1C[O:31]CC1.C[Mg+].[Br-]. The catalyst is CCOCC. The product is [F:17][C:14]1[CH:13]=[N:12][C:11]([C:9](=[O:31])[CH3:10])=[N:16][CH:15]=1. The yield is 0.460. (2) The reactants are C[Si]([N-][Si](C)(C)C)(C)C.[Li+].[N:11]1([C:22]([O:24][CH2:25][C:26]2[CH:31]=[CH:30][CH:29]=[CH:28][CH:27]=2)=[O:23])[CH2:16][CH2:15][CH2:14][CH:13]([C:17]([O:19][CH2:20][CH3:21])=[O:18])[CH2:12]1.[CH3:32]I.[Cl-].[NH4+]. The catalyst is C1COCC1. The product is [CH3:32][C:13]1([C:17]([O:19][CH2:20][CH3:21])=[O:18])[CH2:14][CH2:15][CH2:16][N:11]([C:22]([O:24][CH2:25][C:26]2[CH:31]=[CH:30][CH:29]=[CH:28][CH:27]=2)=[O:23])[CH2:12]1. The yield is 0.980. (3) The reactants are C(OC(=O)[NH:7][C@@H:8]1[CH2:10][C@H:9]1[C:11]1[CH:16]=[CH:15][C:14]([NH:17][C:18](=[O:20])[CH3:19])=[CH:13][CH:12]=1)(C)(C)C.[ClH:22]. The catalyst is O1CCOCC1. The product is [ClH:22].[NH2:7][C@@H:8]1[CH2:10][C@H:9]1[C:11]1[CH:16]=[CH:15][C:14]([NH:17][C:18](=[O:20])[CH3:19])=[CH:13][CH:12]=1. The yield is 0.990.